Task: Predict the product of the given reaction.. Dataset: Forward reaction prediction with 1.9M reactions from USPTO patents (1976-2016) (1) Given the reactants [CH3:1][Si](C=[N+]=[N-])(C)C.[C:8]([C:11]1[C:12]2[CH:30]=[CH:29][CH:28]=[N:27][C:13]=2[N:14]=[C:15]([C:17]2[CH:22]=[CH:21][C:20]([Cl:23])=[C:19]([O:24][CH3:25])[C:18]=2[F:26])[N:16]=1)([OH:10])=[O:9].C(O)(=O)C, predict the reaction product. The product is: [Cl:23][C:20]1[CH:21]=[CH:22][C:17]([C:15]2[N:16]=[C:11]([C:8]([O:10][CH3:1])=[O:9])[C:12]3[CH:30]=[CH:29][CH:28]=[N:27][C:13]=3[N:14]=2)=[C:18]([F:26])[C:19]=1[O:24][CH3:25]. (2) The product is: [CH:1]1([C:4]2[CH:5]=[C:6]3[C:10](=[C:11]([CH:13]([O:15][CH2:16][C:17]4([C:23]5[CH:24]=[CH:25][C:26]([F:29])=[CH:27][CH:28]=5)[CH2:22][CH2:21][N:20]([CH3:30])[CH2:19][CH2:18]4)[CH3:14])[CH:12]=2)[NH:9][N:8]=[CH:7]3)[CH2:3][CH2:2]1. Given the reactants [CH:1]1([C:4]2[CH:5]=[C:6]3[C:10](=[C:11]([CH:13]([O:15][CH2:16][C:17]4([C:23]5[CH:28]=[CH:27][C:26]([F:29])=[CH:25][CH:24]=5)[CH2:22][CH2:21][NH:20][CH2:19][CH2:18]4)[CH3:14])[CH:12]=2)[NH:9][N:8]=[CH:7]3)[CH2:3][CH2:2]1.[C:30]([BH3-])#N.[Na+].C=O.C(O)(=O)C, predict the reaction product.